This data is from Reaction yield outcomes from USPTO patents with 853,638 reactions. The task is: Predict the reaction yield, written as a fraction of the theoretical maximum amount of product (1.0 means a 100% yield; for example, 0.34 means a 34% yield). The reactants are [F:1][C:2]([F:37])([F:36])[C:3]1[CH:4]=[C:5]([C@H:13]([N:15]([CH3:35])[C:16]([N:18]2[CH2:23][CH2:22][N:21]3[C:24](=[O:27])[CH2:25][CH2:26][C@H:20]3[C@@H:19]2[C:28]2[CH:33]=[CH:32][CH:31]=[CH:30][C:29]=2[CH3:34])=[O:17])[CH3:14])[CH:6]=[C:7]([C:9]([F:12])([F:11])[F:10])[CH:8]=1.[Li+].C[Si]([N-][Si](C)(C)C)(C)C.[C:48](Cl)(=[O:51])[O:49][CH3:50]. The catalyst is C1COCC1. The product is [F:37][C:2]([F:1])([F:36])[C:3]1[CH:4]=[C:5]([C@H:13]([N:15]([CH3:35])[C:16]([N:18]2[CH2:23][CH2:22][N:21]3[C:24](=[O:27])[C:25]([C:48]([O:49][CH3:50])=[O:51])([C:48]([O:49][CH3:50])=[O:51])[CH2:26][C@H:20]3[C@@H:19]2[C:28]2[CH:33]=[CH:32][CH:31]=[CH:30][C:29]=2[CH3:34])=[O:17])[CH3:14])[CH:6]=[C:7]([C:9]([F:10])([F:11])[F:12])[CH:8]=1. The yield is 0.453.